This data is from Reaction yield outcomes from USPTO patents with 853,638 reactions. The task is: Predict the reaction yield, written as a fraction of the theoretical maximum amount of product (1.0 means a 100% yield; for example, 0.34 means a 34% yield). (1) The reactants are [Cl:1][C:2]1[C:3]([OH:10])=[C:4]([CH:7]=[CH:8][CH:9]=1)[CH:5]=O.[CH3:11][C:12]1[CH:13]=[C:14]([CH:19]=[CH:20][CH:21]=1)[C:15]([NH:17][NH2:18])=[O:16]. The catalyst is C(O)C. The product is [Cl:1][C:2]1[C:3]([OH:10])=[C:4]([CH:5]=[N:18][NH:17][C:15](=[O:16])[C:14]2[CH:19]=[CH:20][CH:21]=[C:12]([CH3:11])[CH:13]=2)[CH:7]=[CH:8][CH:9]=1. The yield is 0.250. (2) The reactants are C(OC([N:8]1[CH2:11][C:10]([CH3:31])([N:12]2[C:28]3[C:15](=[CH:16][C:17]4[O:18][CH2:19][C:20]5[N:25]([C:26]=4[CH:27]=3)[C@H:24]([CH3:29])[C:23](=[O:30])[NH:22][N:21]=5)[CH:14]=[CH:13]2)[CH2:9]1)=O)(C)(C)C.[ClH:32]. No catalyst specified. The product is [ClH:32].[CH3:29][C@@H:24]1[C:23](=[O:30])[NH:22][N:21]=[C:20]2[N:25]1[C:26]1[CH:27]=[C:28]3[N:12]([C:10]4([CH3:31])[CH2:9][NH:8][CH2:11]4)[CH:13]=[CH:14][C:15]3=[CH:16][C:17]=1[O:18][CH2:19]2. The yield is 0.850. (3) The catalyst is O1CCCC1.CCCCCC. The yield is 0.470. The product is [Cl:17]/[CH:18]=[CH:19]/[C:20]([CH3:21])([OH:22])[C:2]#[C:1][C:3]1[C:8]([CH3:10])([CH3:9])[CH2:7][CH2:6][CH2:5][C:4]=1[CH3:11]. The reactants are [C:1]([C:3]1[C:8]([CH3:10])([CH3:9])[CH2:7][CH2:6][CH2:5][C:4]=1[CH3:11])#[CH:2].C([Li])CCC.[Cl:17][CH:18]=[CH:19][C:20](=[O:22])[CH3:21].C(OCC)(=O)C. (4) The reactants are [Br:1][C:2]1[CH:7]=[CH:6][C:5]([C:8]([NH2:11])([CH3:10])[CH3:9])=[CH:4][CH:3]=1.[CH2:12]([CH:14]1[O:16][CH2:15]1)Cl. The catalyst is CCO. The product is [Br:1][C:2]1[CH:3]=[CH:4][C:5]([C:8]([N:11]2[CH2:15][CH:14]([OH:16])[CH2:12]2)([CH3:9])[CH3:10])=[CH:6][CH:7]=1. The yield is 0.380.